The task is: Predict the reactants needed to synthesize the given product.. This data is from Full USPTO retrosynthesis dataset with 1.9M reactions from patents (1976-2016). (1) Given the product [Cl:15][C:16]1[N:17]=[CH:18][C:19]([N:1]2[CH2:2][CH2:3][CH:4]([NH:7][C:8](=[O:14])[O:9][C:10]([CH3:11])([CH3:13])[CH3:12])[CH2:5][CH2:6]2)=[CH:20][CH:21]=1, predict the reactants needed to synthesize it. The reactants are: [NH:1]1[CH2:6][CH2:5][CH:4]([NH:7][C:8](=[O:14])[O:9][C:10]([CH3:13])([CH3:12])[CH3:11])[CH2:3][CH2:2]1.[Cl:15][C:16]1[CH:21]=[CH:20][C:19](I)=[CH:18][N:17]=1. (2) Given the product [Cl:13][C:14]1[CH:15]=[C:16]([CH:20]=[C:21]([Cl:23])[CH:22]=1)[C:17]([NH:12][C:3]1[CH:4]=[CH:5][C:6]2[S:10][C:9]([CH3:11])=[N:8][C:7]=2[C:2]=1[Cl:1])=[O:18], predict the reactants needed to synthesize it. The reactants are: [Cl:1][C:2]1[C:7]2[N:8]=[C:9]([CH3:11])[S:10][C:6]=2[CH:5]=[CH:4][C:3]=1[NH2:12].[Cl:13][C:14]1[CH:15]=[C:16]([CH:20]=[C:21]([Cl:23])[CH:22]=1)[C:17](Cl)=[O:18].C(N(CC)CC)C. (3) Given the product [CH2:14]([O:13][C:12]1[CH:11]=[CH:10][C:9]([C@@H:21]([OH:31])[C@@H:22]([NH:24][C:25](=[O:30])[C:26]([F:27])([F:28])[F:29])[CH3:23])=[CH:8][C:7]=1[NH:6][S:2]([CH3:1])(=[O:4])=[O:3])[C:15]1[CH:20]=[CH:19][CH:18]=[CH:17][CH:16]=1, predict the reactants needed to synthesize it. The reactants are: [CH3:1][S:2](Cl)(=[O:4])=[O:3].[NH2:6][C:7]1[CH:8]=[C:9]([C@@H:21]([OH:31])[C@@H:22]([NH:24][C:25](=[O:30])[C:26]([F:29])([F:28])[F:27])[CH3:23])[CH:10]=[CH:11][C:12]=1[O:13][CH2:14][C:15]1[CH:20]=[CH:19][CH:18]=[CH:17][CH:16]=1.N1C=CC=CC=1.O. (4) Given the product [NH2:21][C:18]([CH3:20])([CH3:19])[CH2:17][NH:16][C:2]1[CH:9]=[CH:8][C:5]([C:6]#[N:7])=[CH:4][N:3]=1, predict the reactants needed to synthesize it. The reactants are: Cl[C:2]1[CH:9]=[CH:8][C:5]([C:6]#[N:7])=[CH:4][N:3]=1.C(=O)([O-])[O-].[K+].[K+].[NH2:16][CH2:17][C:18]([NH2:21])([CH3:20])[CH3:19]. (5) Given the product [C:1]([NH:9][C:10]([NH:26][C:21]1[C:20]([O:19][CH2:12][C:13]2[CH:14]=[CH:15][CH:16]=[CH:17][CH:18]=2)=[CH:25][CH:24]=[CH:23][N:22]=1)=[S:11])(=[O:8])[C:2]1[CH:7]=[CH:6][CH:5]=[CH:4][CH:3]=1, predict the reactants needed to synthesize it. The reactants are: [C:1]([N:9]=[C:10]=[S:11])(=[O:8])[C:2]1[CH:7]=[CH:6][CH:5]=[CH:4][CH:3]=1.[CH2:12]([O:19][C:20]1[C:21]([NH2:26])=[N:22][CH:23]=[CH:24][CH:25]=1)[C:13]1[CH:18]=[CH:17][CH:16]=[CH:15][CH:14]=1. (6) The reactants are: [N:1]1[CH:6]=[CH:5][CH:4]=[C:3]([NH2:7])[CH:2]=1.Br[C:9]1[C:10](=[O:17])[N:11]([CH3:16])[CH:12]=[C:13]([Br:15])[N:14]=1. Given the product [Br:15][C:13]1[N:14]=[C:9]([NH:7][C:3]2[CH:2]=[N:1][CH:6]=[CH:5][CH:4]=2)[C:10](=[O:17])[N:11]([CH3:16])[CH:12]=1, predict the reactants needed to synthesize it. (7) Given the product [F:1][C:2]1([CH2:8][N:9]2[CH2:10][CH2:11][CH:12]([CH2:15][O:16][C:17]3[CH:22]=[CH:21][C:20]([C:23]4[C:40]([C:41]([N:32]5[CH2:39][CH2:38][CH2:37][C@H:33]5[C:34]([NH2:36])=[O:35])=[O:53])=[CH:27][CH:26]=[CH:25][CH:24]=4)=[CH:19][CH:18]=3)[CH2:13][CH2:14]2)[CH2:3][CH2:4][CH2:5][CH2:6][CH2:7]1, predict the reactants needed to synthesize it. The reactants are: [F:1][C:2]1([CH2:8][N:9]2[CH2:14][CH2:13][CH:12]([CH2:15][O:16][C:17]3[CH:22]=[CH:21][C:20]([C:23]4C=[CH:27][C:26](C(O)=O)=[CH:25][CH:24]=4)=[CH:19][CH:18]=3)[CH2:11][CH2:10]2)[CH2:7][CH2:6][CH2:5][CH2:4][CH2:3]1.[NH:32]1[CH2:39][CH2:38][CH2:37][C@H:33]1[C:34]([NH2:36])=[O:35].[CH2:40](Cl)[CH2:41]Cl.C1C=CC2N([OH:53])N=NC=2C=1.CCN(C(C)C)C(C)C. (8) Given the product [C:21]1([CH:11]([C:12]2[C:20]3[C:15](=[CH:16][N:17]=[CH:18][CH:19]=3)[NH:14][CH:13]=2)[CH2:5][C:4]([OH:27])=[O:3])[CH:26]=[CH:25][CH:24]=[CH:23][CH:22]=1, predict the reactants needed to synthesize it. The reactants are: C([O:3][C:4](=[O:27])[CH:5]([CH:11]([C:21]1[CH:26]=[CH:25][CH:24]=[CH:23][CH:22]=1)[C:12]1[C:20]2[C:15](=[CH:16][N:17]=[CH:18][CH:19]=2)[NH:14][CH:13]=1)C(OCC)=O)C.[OH-].[Na+]. (9) Given the product [C:22]([O:25][C@H:26]([C:27]#[C:28][C:9]#[C:10][C@H:11]([NH2:21])[CH2:12][CH2:13][CH2:14][CH2:15][CH2:16][CH2:17][CH2:18][CH2:19][CH3:20])[CH:29]=[CH2:30])(=[O:24])[CH3:23], predict the reactants needed to synthesize it. The reactants are: C(N)CCC.NO.Cl.[CH:9]#[C:10][C@H:11]([NH2:21])[CH2:12][CH2:13][CH2:14][CH2:15][CH2:16][CH2:17][CH2:18][CH2:19][CH3:20].[C:22]([O:25][C@H:26]([C:29]#[C:30]Br)[CH:27]=[CH2:28])(=[O:24])[CH3:23].